From a dataset of Full USPTO retrosynthesis dataset with 1.9M reactions from patents (1976-2016). Predict the reactants needed to synthesize the given product. (1) Given the product [Cl:45][CH2:44][CH2:43][CH:27]1[C:26]2([CH3:25])[C:31]([CH:35]([CH:36]3[CH2:37][CH2:38][CH2:39][CH:40]=[CH:41]3)[OH:42])([C:32](=[O:33])[O:34]2)[N:30]([CH2:24][C:23]2[CH:46]=[CH:47][C:48]([O:49][CH3:50])=[CH:21][CH:22]=2)[C:28]1=[O:29], predict the reactants needed to synthesize it. The reactants are: C([Sn](CCCC)(CCCC)C1CCCC=C1)CCC.[Li][CH2:21][CH2:22][CH2:23][CH3:24].[CH3:25][C@@:26]12[O:34][C:32](=[O:33])[C@:31]1([C@@H:35]([OH:42])[C@@H:36]1[CH:41]=[CH:40][CH2:39][CH2:38][CH2:37]1)[NH:30][C:28](=[O:29])[C@@H:27]2[CH2:43][CH2:44][Cl:45].[CH2:46]1[CH2:50][O:49][CH2:48][CH2:47]1. (2) Given the product [OH:5][C:4]1[C:6]2[C:7](=[CH:8][CH:9]=[C:10]([CH3:12])[CH:11]=2)[NH:13][C:14](=[S:15])[C:3]=1[C:2]([C:18]1[CH:23]=[CH:22][C:21]([CH3:24])=[CH:20][CH:19]=1)=[O:1], predict the reactants needed to synthesize it. The reactants are: [OH:1]/[C:2](/[C:18]1[CH:23]=[CH:22][C:21]([CH3:24])=[CH:20][CH:19]=1)=[CH:3]\[C:4]([C:6]1[CH:11]=[C:10]([CH3:12])[CH:9]=[CH:8][C:7]=1[NH:13][C:14](=S)[S:15]C)=[O:5].C[O-].[Na+].Cl. (3) Given the product [C:15]([O:19][C:20](=[O:29])[NH:21][CH:22]1[CH2:23][CH2:24][CH:25]([NH:28][CH2:13][C:8]2[C:7]([C:1]3[CH:2]=[CH:3][CH:4]=[CH:5][CH:6]=3)=[CH:12][CH:11]=[CH:10][N:9]=2)[CH2:26][CH2:27]1)([CH3:18])([CH3:16])[CH3:17], predict the reactants needed to synthesize it. The reactants are: [C:1]1([C:7]2[C:8]([CH:13]=O)=[N:9][CH:10]=[CH:11][CH:12]=2)[CH:6]=[CH:5][CH:4]=[CH:3][CH:2]=1.[C:15]([O:19][C:20](=[O:29])[NH:21][CH:22]1[CH2:27][CH2:26][CH:25]([NH2:28])[CH2:24][CH2:23]1)([CH3:18])([CH3:17])[CH3:16].[BH4-].[Na+]. (4) Given the product [Cl:1][C:2]1[N:7]=[C:6]([C:18]2[NH:17][C:25]3[C:20]([CH:19]=2)=[CH:21][C:22]([F:26])=[CH:23][CH:24]=3)[C:5]([OH:9])=[CH:4][CH:3]=1, predict the reactants needed to synthesize it. The reactants are: [Cl:1][C:2]1[N:7]=[C:6](I)[C:5]([OH:9])=[CH:4][CH:3]=1.C(OC([N:17]1[C:25]2[C:20](=[CH:21][C:22]([F:26])=[CH:23][CH:24]=2)[CH:19]=[C:18]1B(O)O)=O)(C)(C)C.C([O-])(O)=O.[Na+]. (5) The reactants are: [Br:1][C:2]1[CH:7]=[C:6]([O:8][CH3:9])[C:5]([F:10])=[CH:4][C:3]=1[OH:11].Br[CH2:13][CH:14]1[CH2:16][CH2:15]1. Given the product [Br:1][C:2]1[CH:7]=[C:6]([O:8][CH3:9])[C:5]([F:10])=[CH:4][C:3]=1[O:11][CH2:13][CH:14]1[CH2:16][CH2:15]1, predict the reactants needed to synthesize it. (6) The reactants are: [O:1]=[S:2]1(=[O:29])[C:8]2[CH:9]=[CH:10][CH:11]=[CH:12][C:7]=2[CH2:6][N:5]([C:13]2[CH:22]=[C:21]([NH:23][CH2:24][CH2:25][S:26][CH3:27])[C:20]3[C:15](=[CH:16][CH:17]=[C:18]([CH3:28])[CH:19]=3)[N:14]=2)[CH2:4][CH2:3]1.[OH:30]O. Given the product [O:29]=[S:2]1(=[O:1])[C:8]2[CH:9]=[CH:10][CH:11]=[CH:12][C:7]=2[CH2:6][N:5]([C:13]2[CH:22]=[C:21]([NH:23][CH2:24][CH2:25][S:26]([CH3:27])=[O:30])[C:20]3[C:15](=[CH:16][CH:17]=[C:18]([CH3:28])[CH:19]=3)[N:14]=2)[CH2:4][CH2:3]1, predict the reactants needed to synthesize it. (7) Given the product [O:27]1[CH2:28][CH2:29][N:1]([C:2]2[CH:3]=[C:4]([NH:8][C:9](=[O:15])[O:10][C:11]([CH3:12])([CH3:14])[CH3:13])[CH:5]=[CH:6][CH:7]=2)[CH2:25][CH2:24]1, predict the reactants needed to synthesize it. The reactants are: [NH2:1][C:2]1[CH:3]=[C:4]([NH:8][C:9](=[O:15])[O:10][C:11]([CH3:14])([CH3:13])[CH3:12])[CH:5]=[CH:6][CH:7]=1.C([O-])([O-])=O.[K+].[K+].[Na+].[I-].[CH2:24]([O:27][CH2:28][CH2:29]Cl)[CH2:25]Cl. (8) Given the product [O:1]=[C:2]1[CH2:7][N:6]([CH2:39][CH2:38][C:36]2[CH:35]=[CH:34][C:33]3[C:29](=[O:28])[O:30][CH2:31][C:32]=3[CH:37]=2)[CH2:5][CH2:4][N:3]1[CH2:8][CH:9]1[CH2:17][C:16]2[C:11](=[CH:12][CH:13]=[C:14]([C:18]#[N:19])[CH:15]=2)[CH2:10]1, predict the reactants needed to synthesize it. The reactants are: [O:1]=[C:2]1[CH2:7][NH:6][CH2:5][CH2:4][N:3]1[CH2:8][CH:9]1[CH2:17][C:16]2[C:11](=[CH:12][CH:13]=[C:14]([C:18]#[N:19])[CH:15]=2)[CH2:10]1.[BH3-]C#N.[Na+].CC(O)=O.[O:28]=[C:29]1[C:33]2[CH:34]=[CH:35][C:36]([CH2:38][CH:39]=O)=[CH:37][C:32]=2[CH2:31][O:30]1.C([O-])([O-])=O.[Na+].[Na+]. (9) Given the product [I:11][CH2:2][O:3][C:4](=[O:10])[CH:5]([CH2:8][CH3:9])[CH2:6][CH3:7], predict the reactants needed to synthesize it. The reactants are: Cl[CH2:2][O:3][C:4](=[O:10])[CH:5]([CH2:8][CH3:9])[CH2:6][CH3:7].[I-:11].[Na+].COC(C)(C)C.S([O-])([O-])(=O)=S.[Na+].[Na+].